From a dataset of Full USPTO retrosynthesis dataset with 1.9M reactions from patents (1976-2016). Predict the reactants needed to synthesize the given product. The reactants are: [Br:1][C:2]1[C:7]([N+:8]([O-:10])=[O:9])=[CH:6][C:5]([OH:11])=[C:4]([CH:12]2[CH2:16][CH2:15][CH2:14][CH2:13]2)[CH:3]=1.[C:17]([O-])([O-])=O.[Cs+].[Cs+].IC. Given the product [Br:1][C:2]1[CH:3]=[C:4]([CH:12]2[CH2:16][CH2:15][CH2:14][CH2:13]2)[C:5]([O:11][CH3:17])=[CH:6][C:7]=1[N+:8]([O-:10])=[O:9], predict the reactants needed to synthesize it.